Dataset: Reaction yield outcomes from USPTO patents with 853,638 reactions. Task: Predict the reaction yield, written as a fraction of the theoretical maximum amount of product (1.0 means a 100% yield; for example, 0.34 means a 34% yield). (1) The reactants are C(Cl)(=O)C(Cl)=O.[NH:7]1[C:15]2[C:10](=[CH:11][C:12]([C:16]([OH:18])=O)=[CH:13][CH:14]=2)[CH:9]=[CH:8]1.Cl.[CH3:20][O:21][C:22]1[CH:23]=[CH:24][C:25]2[CH2:26][C@H:27]3[NH:38][CH2:37][CH2:36][C@@:33]4([C:34]=2[CH:35]=1)[C@H:28]3[CH2:29][CH2:30][CH2:31][CH2:32]4.C(N(CC)CC)C. The catalyst is C1COCC1. The product is [CH3:20][O:21][C:22]1[CH:23]=[CH:24][C:25]2[CH2:26][C@H:27]3[N:38]([C:16]([C:12]4[CH:11]=[C:10]5[C:15](=[CH:14][CH:13]=4)[NH:7][CH:8]=[CH:9]5)=[O:18])[CH2:37][CH2:36][C@@:33]4([C:34]=2[CH:35]=1)[C@H:28]3[CH2:29][CH2:30][CH2:31][CH2:32]4. The yield is 0.280. (2) The reactants are O.O.[Sn](Cl)Cl.[CH3:6][O:7][C:8]1[C:13]([N+:14]([O-])=O)=[CH:12][C:11]([C:17]2([CH3:20])[CH2:19][CH2:18]2)=[CH:10][C:9]=1[N+:21]([O-])=O.[OH-].[Na+]. The catalyst is C(OCC)(=O)C. The product is [CH3:6][O:7][C:8]1[C:13]([NH2:14])=[CH:12][C:11]([C:17]2([CH3:20])[CH2:19][CH2:18]2)=[CH:10][C:9]=1[NH2:21]. The yield is 0.520. (3) The reactants are [F:1][C:2]1[CH:11]=[CH:10][C:5]([NH:6][CH:7]([CH3:9])[CH3:8])=[CH:4][CH:3]=1.[Br:12][C:13]1[CH:20]=[CH:19][C:16]([CH:17]=O)=[CH:15][CH:14]=1.Cl.N(CC(O)=O)C.C(=O)C1C=CC=CC=1. No catalyst specified. The product is [Br:12][C:13]1[CH:20]=[CH:19][C:16]([CH2:17][N:6]([CH:7]([CH3:9])[CH3:8])[C:5]2[CH:10]=[CH:11][C:2]([F:1])=[CH:3][CH:4]=2)=[CH:15][CH:14]=1. The yield is 0.930.